From a dataset of Full USPTO retrosynthesis dataset with 1.9M reactions from patents (1976-2016). Predict the reactants needed to synthesize the given product. (1) Given the product [ClH:38].[NH2:15][C@@H:12]([CH2:13][OH:14])[C:11]([N:7]1[C:8]2[C:4](=[CH:3][C:2]([Br:1])=[CH:10][CH:9]=2)[C:5](/[C:24](/[C:36]#[N:37])=[CH:25]/[C:26]2[CH:31]=[C:30]([CH:29]=[CH:28][C:27]=2[O:34][CH3:35])[C:32]#[N:33])=[CH:6]1)=[O:23], predict the reactants needed to synthesize it. The reactants are: [Br:1][C:2]1[CH:3]=[C:4]2[C:8](=[CH:9][CH:10]=1)[N:7]([C:11](=[O:23])[C@@H:12]([NH:15]C(=O)OC(C)(C)C)[CH2:13][OH:14])[CH:6]=[C:5]2/[C:24](/[C:36]#[N:37])=[CH:25]/[C:26]1[CH:31]=[C:30]([C:32]#[N:33])[CH:29]=[CH:28][C:27]=1[O:34][CH3:35].[ClH:38]. (2) Given the product [CH3:1][N:2]([CH:28]1[C:37]2[N:36]=[CH:35][CH:34]=[CH:33][C:32]=2[CH2:31][CH2:30][CH2:29]1)[CH2:3][C:4]([NH:38][C:39]1[CH:44]=[CH:43][CH:42]=[CH:41][C:40]=1[NH:45][CH2:46][CH2:47][C:48]1[CH:53]=[CH:52][CH:51]=[CH:50][N:49]=1)=[O:5], predict the reactants needed to synthesize it. The reactants are: [CH3:1][N:2]([CH:28]1[C:37]2[N:36]=[CH:35][CH:34]=[CH:33][C:32]=2[CH2:31][CH2:30][CH2:29]1)[CH2:3][C:4](NC1C=CC=CC=1N[C@H]1CC[C@H](NC(=O)OC(C)(C)C)CC1)=[O:5].[NH2:38][C:39]1[CH:44]=[CH:43][CH:42]=[CH:41][C:40]=1[NH:45][CH2:46][CH2:47][C:48]1[CH:53]=[CH:52][CH:51]=[CH:50][N:49]=1.CN(C1C2N=CC=CC=2CCC1)CC(O)=O. (3) Given the product [CH3:33][N:29]1[C:28]2[C:27]3[CH:26]=[CH:25][CH:24]=[CH:23][C:22]=3[O:21][C:18]3([CH2:19][CH2:20][N:15]([C:13]([C:10]4[CH:11]=[CH:12][C:7]([S:4]([CH3:1])(=[O:5])=[O:6])=[C:8]([CH3:37])[CH:9]=4)=[O:14])[CH2:16][CH2:17]3)[C:32]=2[CH:31]=[N:30]1, predict the reactants needed to synthesize it. The reactants are: [CH:1]([S:4]([C:7]1[CH:12]=[CH:11][C:10]([C:13]([N:15]2[CH2:20][CH2:19][C:18]3([C:32]4[CH:31]=[N:30][N:29]([CH3:33])[C:28]=4[C:27]4[CH:26]=[CH:25][CH:24]=[CH:23][C:22]=4[O:21]3)[CH2:17][CH2:16]2)=[O:14])=[C:9](OC)[CH:8]=1)(=[O:6])=[O:5])(C)C.F[C:37]1C=CC(C(N2CCC3(C4C=NN(C)C=4C4C=CC=CC=4O3)CC2)=O)=CC=1C.FC1C=CC(C(N2CCC3(C4C=NN(C)C=4C4C=CC=CC=4O3)CC2)=O)=C(C)C=1. (4) Given the product [NH3:6].[CH2:20]([O:22][C:23](=[O:36])[C:24]1[CH:29]=[CH:28][C:27]([O:30][CH2:31][CH2:32][CH2:33][N:9]2[CH2:10][CH2:11][N:6]([CH:3]3[CH2:5][CH2:4]3)[CH2:7][CH2:8]2)=[C:26]([F:35])[CH:25]=1)[CH3:21], predict the reactants needed to synthesize it. The reactants are: Cl.Cl.[CH:3]1([N:6]2[CH2:11][CH2:10][NH:9][CH2:8][CH2:7]2)[CH2:5][CH2:4]1.C(=O)([O-])[O-].[K+].[K+].[I-].[K+].[CH2:20]([O:22][C:23](=[O:36])[C:24]1[CH:29]=[CH:28][C:27]([O:30][CH2:31][CH2:32][CH2:33]Br)=[C:26]([F:35])[CH:25]=1)[CH3:21]. (5) Given the product [F:1][C:2]1[CH:7]=[C:6]([F:8])[CH:5]=[CH:4][C:3]=1[N:9]1[C:13]([C:14]2[S:23][C:22]3[C:21]4[N:24]=[C:25]([CH2:28][CH2:29][C:30]([CH3:33])([OH:32])[CH3:31])[CH:26]=[CH:27][C:20]=4[O:19][CH2:18][CH2:17][C:16]=3[CH:15]=2)=[N:12][CH:11]=[N:10]1, predict the reactants needed to synthesize it. The reactants are: [F:1][C:2]1[CH:7]=[C:6]([F:8])[CH:5]=[CH:4][C:3]=1[N:9]1[C:13]([C:14]2[S:23][C:22]3[C:21]4[N:24]=[C:25]([C:28]#[C:29][C:30]([CH3:33])([OH:32])[CH3:31])[CH:26]=[CH:27][C:20]=4[O:19][CH2:18][CH2:17][C:16]=3[CH:15]=2)=[N:12][CH:11]=[N:10]1.ClC1C=CC2OCCC3C=C(C4N(C5C=CC(F)=CC=5F)N=CN=4)SC=3C=2N=1.CC(O)(C#C)C. (6) Given the product [ClH:23].[CH2:9]1[C:10]2[C:15](=[CH:14][C:13]([C:17]([O:19][CH3:20])=[O:18])=[CH:12][CH:11]=2)[CH2:16][NH:8]1, predict the reactants needed to synthesize it. The reactants are: COC1C=CC(C[N:8]2[CH2:16][C:15]3[C:10](=[CH:11][CH:12]=[C:13]([C:17]([O:19][CH3:20])=[O:18])[CH:14]=3)[CH2:9]2)=CC=1.[ClH:23].